Task: Predict the reactants needed to synthesize the given product.. Dataset: Full USPTO retrosynthesis dataset with 1.9M reactions from patents (1976-2016) (1) Given the product [CH3:10][O:9][C:7]1[CH:6]=[C:5]([C:11]2([CH2:12][CH2:13][CH2:14][CH2:15][CH2:16][CH3:17])[O:21][CH2:20][CH2:19][O:18]2)[CH:4]=[C:3]([O:2][CH3:1])[CH:8]=1, predict the reactants needed to synthesize it. The reactants are: [CH3:1][O:2][C:3]1[CH:4]=[C:5]([C:11](=[O:18])[CH2:12][CH2:13][CH2:14][CH2:15][CH2:16][CH3:17])[CH:6]=[C:7]([O:9][CH3:10])[CH:8]=1.[CH2:19](O)[CH2:20][OH:21].O.C1(C)C=CC(S(O)(=O)=O)=CC=1. (2) Given the product [CH:1]1([CH2:5][C:6]2[N:7]=[C:8]([C:11]3[S:34][C:15]([CH2:16][C:17]([CH3:23])([CH3:22])[C:18]([O:20][CH3:21])=[O:19])=[N:14][N:13]=3)[S:9][CH:10]=2)[CH2:4][CH2:3][CH2:2]1, predict the reactants needed to synthesize it. The reactants are: [CH:1]1([CH2:5][C:6]2[N:7]=[C:8]([C:11]([NH:13][NH:14][C:15](=O)[CH2:16][C:17]([CH3:23])([CH3:22])[C:18]([O:20][CH3:21])=[O:19])=O)[S:9][CH:10]=2)[CH2:4][CH2:3][CH2:2]1.COC1C=CC(P2(SP(C3C=CC(OC)=CC=3)(=S)S2)=[S:34])=CC=1.O. (3) Given the product [O:1]=[C:2]1[NH:6][CH2:5][CH2:4][N:3]1[CH2:7][CH2:8][O:9][C:10]1[CH:17]=[CH:16][CH:15]=[CH:14][C:11]=1[CH:12]=[N:18][OH:19], predict the reactants needed to synthesize it. The reactants are: [O:1]=[C:2]1[NH:6][CH2:5][CH2:4][N:3]1[CH2:7][CH2:8][O:9][C:10]1[CH:17]=[CH:16][CH:15]=[CH:14][C:11]=1[CH:12]=O.[NH2:18][OH:19]. (4) Given the product [F:1][CH2:2][CH2:3][N:4]1[C:9](=[O:10])[C:8]2[C:11]([C:32]3[CH:33]=[CH:34][CH:35]=[CH:36][CH:37]=3)=[C:12]([C:14]3[CH:15]=[CH:16][C:17]([C:20]4([NH:24][C:25](=[O:31])[O:26][C:27]([CH3:29])([CH3:30])[CH3:28])[CH2:21][CH2:22][CH2:23]4)=[CH:18][CH:19]=3)[O:13][C:7]=2[N:6]=[C:5]1[S:38]([CH3:39])=[O:40], predict the reactants needed to synthesize it. The reactants are: [F:1][CH2:2][CH2:3][N:4]1[C:9](=[O:10])[C:8]2[C:11]([C:32]3[CH:37]=[CH:36][CH:35]=[CH:34][CH:33]=3)=[C:12]([C:14]3[CH:19]=[CH:18][C:17]([C:20]4([NH:24][C:25](=[O:31])[O:26][C:27]([CH3:30])([CH3:29])[CH3:28])[CH2:23][CH2:22][CH2:21]4)=[CH:16][CH:15]=3)[O:13][C:7]=2[N:6]=[C:5]1[S:38][CH3:39].[OH:40]OS([O-])=O.[K+]. (5) The reactants are: Cl[C:2]1[N:7]=[C:6]([NH2:8])[CH:5]=[CH:4][N:3]=1.Cl.Cl.[N:11]1([CH:16]2[CH2:21][CH2:20][NH:19][CH2:18][CH2:17]2)[CH:15]=[CH:14][N:13]=[CH:12]1. Given the product [N:11]1([CH:16]2[CH2:21][CH2:20][N:19]([C:2]3[N:7]=[C:6]([NH2:8])[CH:5]=[CH:4][N:3]=3)[CH2:18][CH2:17]2)[CH:15]=[CH:14][N:13]=[CH:12]1, predict the reactants needed to synthesize it. (6) Given the product [CH3:30][O:29][CH2:28][CH2:27][O:26][C:23]1[CH:24]=[CH:25][C:20]([C:9]2[CH:10]=[C:11]3[CH:17]=[CH:16][NH:15][C:12]3=[N:13][CH:14]=2)=[CH:21][CH:22]=1, predict the reactants needed to synthesize it. The reactants are: CC1(C)C(C)(C)OB([C:9]2[CH:10]=[C:11]3[CH:17]=[CH:16][NH:15][C:12]3=[N:13][CH:14]=2)O1.Br[C:20]1[CH:25]=[CH:24][C:23]([O:26][CH2:27][CH2:28][O:29][CH3:30])=[CH:22][CH:21]=1.C(=O)([O-])[O-].[K+].[K+]. (7) Given the product [Cl:1][C:2]1[CH:3]=[C:4]2[C:8](=[CH:9][CH:10]=1)[NH:7][CH:6]=[C:5]2[CH2:11][CH2:12][NH:13][C:14](=[O:23])[C:15]1[CH:20]=[CH:19][C:18]([CH2:21][C:25]2[CH:26]=[CH:27][CH:28]=[CH:29][C:24]=2[CH3:33])=[CH:17][CH:16]=1, predict the reactants needed to synthesize it. The reactants are: [Cl:1][C:2]1[CH:3]=[C:4]2[C:8](=[CH:9][CH:10]=1)[NH:7][CH:6]=[C:5]2[CH2:11][CH2:12][NH:13][C:14](=[O:23])[C:15]1[CH:20]=[CH:19][C:18]([CH2:21]Cl)=[CH:17][CH:16]=1.[C:24]1([CH3:33])[CH:29]=[CH:28][CH:27]=[CH:26][C:25]=1B(O)O.C(=O)([O-])[O-].[Na+].[Na+].[I-].[Na+]. (8) Given the product [O:27]1[CH2:26][CH2:25][CH:24]([N:7]2[CH2:8][CH:9]([S:11]([C:14]3[CH:19]=[CH:18][CH:17]=[CH:16][C:15]=3[C:20]([F:22])([F:23])[F:21])(=[O:13])=[O:12])[CH2:10][CH:6]2[C:4]([OH:5])=[O:3])[CH2:29][CH2:28]1, predict the reactants needed to synthesize it. The reactants are: C([O:3][C:4]([CH:6]1[CH2:10][CH:9]([S:11]([C:14]2[CH:19]=[CH:18][CH:17]=[CH:16][C:15]=2[C:20]([F:23])([F:22])[F:21])(=[O:13])=[O:12])[CH2:8][N:7]1[CH:24]1[CH2:29][CH2:28][O:27][CH2:26][CH2:25]1)=[O:5])C.[OH-].[Li+]. (9) Given the product [CH3:13][O:14][C@@H:15]1[CH2:19][N:18]([C:20]([O:22][CH2:23][C:24]2[CH:29]=[CH:28][CH:27]=[CH:26][CH:25]=2)=[O:21])[C@H:17]([C:30](=[O:31])[NH:1][C:2]2[CH:7]=[N:6][CH:5]=[CH:4][N:3]=2)[CH2:16]1, predict the reactants needed to synthesize it. The reactants are: [NH2:1][C:2]1[CH:7]=[N:6][CH:5]=[CH:4][N:3]=1.C([Mg]Cl)(C)C.[CH3:13][O:14][C@@H:15]1[CH2:19][N:18]([C:20]([O:22][CH2:23][C:24]2[CH:29]=[CH:28][CH:27]=[CH:26][CH:25]=2)=[O:21])[C@H:17]([C:30](OC)=[O:31])[CH2:16]1. (10) Given the product [CH3:42][N:43]([CH3:51])[C:44]1[CH:49]=[CH:48][C:47]([NH:50][C:28]([C:24]2[C:23]([CH3:31])=[C:22]([CH:20]=[O:21])[NH:26][C:25]=2[CH3:27])=[O:30])=[CH:46][CH:45]=1, predict the reactants needed to synthesize it. The reactants are: Cl.C(N=C=NCCCN(C)C)C.C(N(CC)CC)C.[CH:20]([C:22]1[NH:26][C:25]([CH3:27])=[C:24]([C:28]([OH:30])=O)[C:23]=1[CH3:31])=[O:21].ON1C2C=CC=CC=2N=N1.[CH3:42][N:43]([CH3:51])[C:44]1[CH:49]=[CH:48][C:47]([NH2:50])=[CH:46][CH:45]=1.